Task: Predict the product of the given reaction.. Dataset: Forward reaction prediction with 1.9M reactions from USPTO patents (1976-2016) Given the reactants [F:1][C:2]1[C:15]([F:16])=[CH:14][CH:13]=[CH:12][C:3]=1[C:4]([NH:6][CH2:7][C:8]([O:10]C)=[O:9])=[O:5].[OH-].[Li+].Cl, predict the reaction product. The product is: [F:1][C:2]1[C:15]([F:16])=[CH:14][CH:13]=[CH:12][C:3]=1[C:4]([NH:6][CH2:7][C:8]([OH:10])=[O:9])=[O:5].